Dataset: Forward reaction prediction with 1.9M reactions from USPTO patents (1976-2016). Task: Predict the product of the given reaction. (1) The product is: [N:4]1[C:5]2[C:10](=[CH:9][CH:8]=[CH:7][C:6]=2[C:12]#[CH:13])[CH:11]=[CH:2][CH:3]=1. Given the reactants C[C:2]1[C:3](C)=[N:4][C:5]2[C:10]([CH:11]=1)=[CH:9][CH:8]=[CH:7][C:6]=2[C:12]#[C:13]CO.[OH-].[Na+].C1(C)C=CC=CC=1, predict the reaction product. (2) The product is: [CH3:1][O:2][C:3](=[O:23])[CH:4]([C:6]1[CH:7]=[N:8][CH:9]=[C:10]([C:12]2[CH:17]=[CH:16][C:15]([F:18])=[CH:14][C:13]=2[CH2:19][N:20]([C:27]([CH:24]2[CH2:26][CH2:25]2)=[O:28])[CH2:21][CH3:22])[CH:11]=1)[CH3:5]. Given the reactants [CH3:1][O:2][C:3](=[O:23])[CH:4]([C:6]1[CH:7]=[N:8][CH:9]=[C:10]([C:12]2[CH:17]=[CH:16][C:15]([F:18])=[CH:14][C:13]=2[CH2:19][NH:20][CH2:21][CH3:22])[CH:11]=1)[CH3:5].[CH:24]1([C:27](Cl)=[O:28])[CH2:26][CH2:25]1, predict the reaction product. (3) Given the reactants [N:1]1[CH:6]=[CH:5][CH:4]=[CH:3][C:2]=1[CH2:7][CH2:8][N:9]1[CH2:14][CH2:13][N:12]([C:15]2[C:23]3[O:22][C:21]([C:24]([O-:26])=O)=[CH:20][C:19]=3[CH:18]=[CH:17][CH:16]=2)[CH2:11][CH2:10]1.[Li+].Cl.[F:29][C:30]1([F:35])[CH2:33][CH:32]([NH2:34])[CH2:31]1, predict the reaction product. The product is: [F:29][C:30]1([F:35])[CH2:33][CH:32]([NH:34][C:24]([C:21]2[O:22][C:23]3[C:15]([N:12]4[CH2:13][CH2:14][N:9]([CH2:8][CH2:7][C:2]5[CH:3]=[CH:4][CH:5]=[CH:6][N:1]=5)[CH2:10][CH2:11]4)=[CH:16][CH:17]=[CH:18][C:19]=3[CH:20]=2)=[O:26])[CH2:31]1. (4) Given the reactants [N+:1]([C:4]1[CH:5]=[C:6]([OH:10])[CH:7]=[CH:8][CH:9]=1)([O-:3])=[O:2].[C:11]1([CH2:21][CH2:22]O)[C:20]2[C:15](=CC=CC=2)[CH:14]=[CH:13][CH:12]=1.C1(P(C2C=CC=CC=2)C2C=CC=CC=2)C=CC=CC=1.CC(OC(/N=N/C(OC(C)C)=O)=O)C, predict the reaction product. The product is: [N+:1]([C:4]1[CH:9]=[CH:8][CH:7]=[C:6]([O:10][CH2:22][CH2:21][C:11]2[CH:20]=[CH:15][CH:14]=[CH:13][CH:12]=2)[CH:5]=1)([O-:3])=[O:2].